Task: Predict the reaction yield, written as a fraction of the theoretical maximum amount of product (1.0 means a 100% yield; for example, 0.34 means a 34% yield).. Dataset: Reaction yield outcomes from USPTO patents with 853,638 reactions (1) The reactants are [Cl:1][C:2]1[C:3]([O:11][CH2:12][CH:13]([F:15])[F:14])=[N:4][CH:5]=[C:6]([CH:10]=1)[C:7]([OH:9])=[O:8].S(Cl)(Cl)=O.[CH3:20]O. No catalyst specified. The product is [Cl:1][C:2]1[C:3]([O:11][CH2:12][CH:13]([F:15])[F:14])=[N:4][CH:5]=[C:6]([CH:10]=1)[C:7]([O:9][CH3:20])=[O:8]. The yield is 1.00. (2) The reactants are Br[C:2]1[CH:3]=[CH:4][C:5]2[O:16][CH2:15][C:8]3=[N:9][NH:10][C:11](=[O:14])[C@@H:12]([CH3:13])[N:7]3[C:6]=2[CH:17]=1.C([O-])(=O)C.[K+].[B:23]1([B:23]2[O:27][C:26]([CH3:29])([CH3:28])[C:25]([CH3:31])([CH3:30])[O:24]2)[O:27][C:26]([CH3:29])([CH3:28])[C:25]([CH3:31])([CH3:30])[O:24]1. The catalyst is O1CCOCC1.C1C=CC(P(C2C=CC=CC=2)[C-]2C=CC=C2)=CC=1.C1C=CC(P(C2C=CC=CC=2)[C-]2C=CC=C2)=CC=1.Cl[Pd]Cl.[Fe+2]. The product is [CH3:13][C@@H:12]1[C:11](=[O:14])[NH:10][N:9]=[C:8]2[CH2:15][O:16][C:5]3[CH:4]=[CH:3][C:2]([B:23]4[O:27][C:26]([CH3:29])([CH3:28])[C:25]([CH3:31])([CH3:30])[O:24]4)=[CH:17][C:6]=3[N:7]12. The yield is 0.580. (3) The reactants are [C:1]([O:9][C@H:10]1[CH2:15][CH2:14][C@H:13]([OH:16])[CH2:12][C@@H:11]1[C:17]1[N:21]([CH3:22])[N:20]=[CH:19][CH:18]=1)(=[O:8])[C:2]1[CH:7]=[CH:6][CH:5]=[CH:4][CH:3]=1.N1C(C)=CC=CC=1C.FC(F)(F)S(O[Si:37]([C:40]([CH3:43])([CH3:42])[CH3:41])([CH3:39])[CH3:38])(=O)=O.O. The catalyst is ClCCl. The product is [C:1]([O:9][C@H:10]1[CH2:15][CH2:14][C@H:13]([O:16][Si:37]([C:40]([CH3:43])([CH3:42])[CH3:41])([CH3:39])[CH3:38])[CH2:12][C@@H:11]1[C:17]1[N:21]([CH3:22])[N:20]=[CH:19][CH:18]=1)(=[O:8])[C:2]1[CH:3]=[CH:4][CH:5]=[CH:6][CH:7]=1. The yield is 0.910. (4) The reactants are Br[CH2:2][C:3](=O)[CH3:4].[C:6]([C:8]1[CH:9]=[CH:10][C:11]([CH3:14])=[N:12][CH:13]=1)#[N:7]. The catalyst is S1(CCCC1)(=O)=O.CCOC(C)=O. The product is [CH3:4][C:3]1[CH:14]=[C:11]2[N:12]([CH:2]=1)[CH:13]=[C:8]([C:6]#[N:7])[CH:9]=[CH:10]2. The yield is 0.840. (5) The reactants are Cl[CH2:2][C:3]([NH:5][C:6]1[CH:7]=[C:8]([CH:25]=[CH:26][C:27]=1[O:28][C:29]([F:32])([F:31])[F:30])[C:9]([NH:11][C:12]1[CH:13]=[N:14][C:15]([C:18]2[CH:23]=[CH:22][CH:21]=[CH:20][C:19]=2[F:24])=[CH:16][CH:17]=1)=[O:10])=[O:4].[NH:33]1[CH2:38][CH2:37][O:36][CH2:35][CH2:34]1.C(N(CC)CC)C.[I-].[K+]. The catalyst is CN(C=O)C.O. The product is [F:24][C:19]1[CH:20]=[CH:21][CH:22]=[CH:23][C:18]=1[C:15]1[N:14]=[CH:13][C:12]([NH:11][C:9](=[O:10])[C:8]2[CH:25]=[CH:26][C:27]([O:28][C:29]([F:32])([F:31])[F:30])=[C:6]([NH:5][C:3](=[O:4])[CH2:2][N:33]3[CH2:38][CH2:37][O:36][CH2:35][CH2:34]3)[CH:7]=2)=[CH:17][CH:16]=1. The yield is 0.430. (6) The reactants are [OH-:1].C([N+:6]([CH2:15]CCC)([CH2:11][CH2:12]CC)[CH2:7]CCC)CCC.[CH2:19]([OH:22])[CH2:20][OH:21]. The catalyst is O1CCOCC1. The product is [CH3:15][N:6]([CH3:7])[C:11](=[O:1])[CH2:12][O:21][CH2:20][CH2:19][OH:22]. The yield is 0.321. (7) The reactants are [C@H:1]1([NH:11][C:12]([C@@H:14]2[CH2:23][C:22]3[C:17](=[CH:18][C:19](OS(C(F)(F)F)(=O)=O)=[CH:20][CH:21]=3)[CH2:16][N:15]2[C:32]([O:34][C:35]([CH3:38])([CH3:37])[CH3:36])=[O:33])=[O:13])[C:10]2[C:5](=[CH:6][CH:7]=[CH:8][CH:9]=2)[CH2:4][CH2:3][CH2:2]1.CS(C)=O.CCN(CC)CC. The catalyst is CC([O-])=O.CC([O-])=O.[Pd+2].C1(P(C2C=CC=CC=2)CCCP(C2C=CC=CC=2)C2C=CC=CC=2)C=CC=CC=1.CO. The product is [C@H:1]1([NH:11][C:12]([C@@H:14]2[CH2:23][C:22]3[C:17](=[CH:18][C:19]([C:32]([O:34][CH3:35])=[O:33])=[CH:20][CH:21]=3)[CH2:16][N:15]2[C:32]([O:34][C:35]([CH3:36])([CH3:37])[CH3:38])=[O:33])=[O:13])[C:10]2[C:5](=[CH:6][CH:7]=[CH:8][CH:9]=2)[CH2:4][CH2:3][CH2:2]1. The yield is 0.910. (8) The reactants are [CH2:1]([C:4]1[CH:9]=[CH:8][C:7]([F:10])=[C:6](C2C=CC=CC=2C)[C:5]=1[OH:18])[CH:2]=[CH2:3].[Cl:19][C:20]1[CH:21]=[C:22]([CH:27]=[CH:28][CH:29]=1)C(OO)=O.C(=O)([O-])[O-:31].[K+].[K+]. No catalyst specified. The product is [Cl:19][C:20]1[CH:29]=[CH:28][CH:27]=[CH:22][C:21]=1[C:6]1[C:5]2[O:18][CH:2]([CH2:3][OH:31])[CH2:1][C:4]=2[CH:9]=[CH:8][C:7]=1[F:10]. The yield is 0.550. (9) The reactants are C(=O)([O-])[O-].[K+].[K+].[CH2:7]([N:9]=[C:10]=[O:11])[CH3:8].[Cl:12][C:13]1[CH:18]=[CH:17][C:16]([C:19]2[NH:23][N:22]=[C:21]([O:24][C:25]3[C:30]([Cl:31])=[CH:29][C:28]([C:32]([F:35])([F:34])[F:33])=[CH:27][C:26]=3[Cl:36])[CH:20]=2)=[CH:15][CH:14]=1.Cl. The catalyst is C(OCC)(=O)C. The product is [CH2:7]([NH:9][C:10]([N:23]1[C:19]([C:16]2[CH:17]=[CH:18][C:13]([Cl:12])=[CH:14][CH:15]=2)=[CH:20][C:21]([O:24][C:25]2[C:30]([Cl:31])=[CH:29][C:28]([C:32]([F:35])([F:34])[F:33])=[CH:27][C:26]=2[Cl:36])=[N:22]1)=[O:11])[CH3:8]. The yield is 0.543.